This data is from Reaction yield outcomes from USPTO patents with 853,638 reactions. The task is: Predict the reaction yield, written as a fraction of the theoretical maximum amount of product (1.0 means a 100% yield; for example, 0.34 means a 34% yield). (1) The reactants are C([O:3][C:4](=O)[CH2:5][C:6]([C:9]1[N:10]([CH2:21][CH2:22][OH:23])[C:11]2[C:16]([CH:17]=1)=[CH:15][C:14]([N+:18]([O-:20])=[O:19])=[CH:13][CH:12]=2)([CH3:8])[CH3:7])C.CC(C[AlH]CC(C)C)C.O. The catalyst is C1COCC1. The product is [OH:23][CH2:22][CH2:21][N:10]1[C:11]2[C:16](=[CH:15][C:14]([N+:18]([O-:20])=[O:19])=[CH:13][CH:12]=2)[CH:17]=[C:9]1[C:6]([CH3:8])([CH3:7])[CH2:5][CH2:4][OH:3]. The yield is 0.490. (2) The reactants are [CH3:1][N:2]1[CH2:7][CH2:6][N:5]2[N:8]=[C:9]([NH2:11])[CH:10]=[C:4]2[CH2:3]1.Br[C:13]1[C:14](=[O:20])[NH:15][N:16]=[C:17]([Cl:19])[CH:18]=1.[Li+].C[Si]([N-][Si](C)(C)C)(C)C.CC1(C)C2C(=C(P(C3C=CC=CC=3)C3C=CC=CC=3)C=CC=2)OC2C(P(C3C=CC=CC=3)C3C=CC=CC=3)=CC=CC1=2.Cl. The catalyst is [Pd].[Pd].C(=CC(C=CC1C=CC=CC=1)=O)C1C=CC=CC=1.C(=CC(C=CC1C=CC=CC=1)=O)C1C=CC=CC=1.C(=CC(C=CC1C=CC=CC=1)=O)C1C=CC=CC=1.O.C1COCC1.O1CCOCC1. The product is [Cl:19][C:17]1[CH:18]=[C:13]([NH:11][C:9]2[CH:10]=[C:4]3[CH2:3][N:2]([CH3:1])[CH2:7][CH2:6][N:5]3[N:8]=2)[C:14](=[O:20])[NH:15][N:16]=1. The yield is 0.740. (3) The product is [CH3:28][C:9]1[C:8]([C:6]([OH:7])=[O:5])=[C:12]([NH:13][C:14]([NH:16][CH2:17][CH2:18][CH2:19][CH2:20][CH2:21][CH2:22][CH2:23][CH3:24])=[O:15])[S:11][C:10]=1[C:25]([OH:27])=[O:26]. The yield is 0.220. The catalyst is C(Cl)Cl.CCOC(C)=O. The reactants are C([O:5][C:6]([C:8]1[C:9]([CH3:28])=[C:10]([C:25]([OH:27])=[O:26])[S:11][C:12]=1[NH:13][C:14]([NH:16][CH2:17][CH2:18][CH2:19][CH2:20][CH2:21][CH2:22][CH2:23][CH3:24])=[O:15])=[O:7])(C)(C)C.C(O)(C(F)(F)F)=O. (4) The reactants are C1(P(C2C=CC=CC=2)C2C=CC=CC=2)C=CC=CC=1.BrN1C(=O)CCC1=O.[Cl:28][C:29]1[CH:30]=[C:31]([C@@H:39]([CH2:43][CH:44]2[CH2:48][CH2:47][CH2:46][CH2:45]2)[C:40]([OH:42])=O)[CH:32]=[CH:33][C:34]=1[S:35]([CH3:38])(=[O:37])=[O:36].[NH2:49][C:50]1[S:51][C:52]2[CH:58]=[CH:57][CH:56]=[CH:55][C:53]=2[N:54]=1.N1C=CC=CC=1. The catalyst is C(Cl)Cl.O. The product is [S:51]1[C:52]2[CH:58]=[CH:57][CH:56]=[CH:55][C:53]=2[N:54]=[C:50]1[NH:49][C:40](=[O:42])[C@@H:39]([C:31]1[CH:32]=[CH:33][C:34]([S:35]([CH3:38])(=[O:36])=[O:37])=[C:29]([Cl:28])[CH:30]=1)[CH2:43][CH:44]1[CH2:48][CH2:47][CH2:46][CH2:45]1. The yield is 0.730. (5) The reactants are Br[C:2]1[C:3]([C:21]2[CH:26]=[CH:25][C:24]([F:27])=[CH:23][CH:22]=2)=[N:4][N:5]([CH3:20])[C:6]=1[N:7]1[CH2:12][CH2:11][N:10]([C:13]([O:15][C:16]([CH3:19])([CH3:18])[CH3:17])=[O:14])[CH2:9][CH2:8]1.CC1(C)C(C)(C)OB([C:36]2[CH:37]=[CH:38][C:39]3[N:40]([CH:42]=[C:43]([NH:45][C:46](=[O:48])[CH3:47])[N:44]=3)[N:41]=2)O1.[O-]P([O-])([O-])=O.[K+].[K+].[K+]. The catalyst is O1CCOCC1.C1C=CC(P(C2C=CC=CC=2)[C-]2C=CC=C2)=CC=1.C1C=CC(P(C2C=CC=CC=2)[C-]2C=CC=C2)=CC=1.Cl[Pd]Cl.[Fe+2].C(Cl)Cl. The product is [C:46]([NH:45][C:43]1[N:44]=[C:39]2[CH:38]=[CH:37][C:36]([C:2]3[C:3]([C:21]4[CH:26]=[CH:25][C:24]([F:27])=[CH:23][CH:22]=4)=[N:4][N:5]([CH3:20])[C:6]=3[N:7]3[CH2:8][CH2:9][N:10]([C:13]([O:15][C:16]([CH3:18])([CH3:19])[CH3:17])=[O:14])[CH2:11][CH2:12]3)=[N:41][N:40]2[CH:42]=1)(=[O:48])[CH3:47]. The yield is 0.379. (6) The yield is 0.640. The product is [CH3:11][O:12][C:13]([C:15]1[S:16][C:17]([C:31]2[CH2:36][CH2:35][CH2:34][CH2:33][CH:32]=2)=[CH:18][C:19]=1[N:20]([C:8]([C@H:5]1[CH2:6][CH2:7][C@H:2]([CH3:1])[CH2:3][CH2:4]1)=[O:9])[CH:21]1[CH2:29][CH:28]2[N:24]([C:25](=[O:30])[CH2:26][CH2:27]2)[CH2:23][CH2:22]1)=[O:14]. The reactants are [CH3:1][C@H:2]1[CH2:7][CH2:6][C@H:5]([C:8](Cl)=[O:9])[CH2:4][CH2:3]1.[CH3:11][O:12][C:13]([C:15]1[S:16][C:17]([C:31]2[CH2:36][CH2:35][CH2:34][CH2:33][CH:32]=2)=[CH:18][C:19]=1[NH:20][CH:21]1[CH2:29][CH:28]2[N:24]([C:25](=[O:30])[CH2:26][CH2:27]2)[CH2:23][CH2:22]1)=[O:14].N1C=CC=CC=1.CO. The catalyst is C1(C)C=CC=CC=1.ClCCl. (7) The product is [NH2:1][C:2]1[N:3]=[CH:4][C:5]([Br:17])=[CH:6][C:7]=1[C:8]([C:10]1[N:11]=[C:12]([N:28]2[CH2:29][CH2:30][CH2:31][N:25]([C:18]([O:20][C:21]([CH3:24])([CH3:23])[CH3:22])=[O:19])[CH2:26][CH2:27]2)[CH:13]=[CH:14][CH:15]=1)=[O:9]. The catalyst is CN(C)C=O. The yield is 0.590. The reactants are [NH2:1][C:2]1[C:7]([C:8]([C:10]2[CH:15]=[CH:14][CH:13]=[C:12](F)[N:11]=2)=[O:9])=[CH:6][C:5]([Br:17])=[CH:4][N:3]=1.[C:18]([N:25]1[CH2:31][CH2:30][CH2:29][NH:28][CH2:27][CH2:26]1)([O:20][C:21]([CH3:24])([CH3:23])[CH3:22])=[O:19].C(=O)([O-])[O-].[K+].[K+].